From a dataset of Forward reaction prediction with 1.9M reactions from USPTO patents (1976-2016). Predict the product of the given reaction. (1) Given the reactants [NH2:1][C:2]1[CH:9]=[CH:8][C:5]([C:6]#[N:7])=[C:4]([C:10]([F:13])([F:12])[F:11])[CH:3]=1.C(N(CC)CC)C.[C:21]([O:24][CH2:25][C:26](Cl)=[O:27])(=[O:23])[CH3:22], predict the reaction product. The product is: [C:21]([O:24][CH2:25][C:26]([NH:1][C:2]1[CH:9]=[CH:8][C:5]([C:6]#[N:7])=[C:4]([C:10]([F:11])([F:12])[F:13])[CH:3]=1)=[O:27])(=[O:23])[CH3:22]. (2) Given the reactants [H-].[Na+].[N:3]1[N:4]=[CH:5][N:6]([NH:8][C:9]2[CH:16]=[CH:15][C:12]([C:13]#[N:14])=[CH:11][CH:10]=2)[CH:7]=1.[Br:17][CH2:18][CH2:19][CH2:20][CH2:21][CH2:22][CH2:23][CH2:24][CH2:25][CH2:26][CH2:27]Br.C(OCC)(=O)C, predict the reaction product. The product is: [Br:17][CH2:18][CH2:19][CH2:20][CH2:21][CH2:22][CH2:23][CH2:24][CH2:25][CH2:26][CH2:27][N:8]([N:6]1[CH:5]=[N:4][N:3]=[CH:7]1)[C:9]1[CH:10]=[CH:11][C:12]([C:13]#[N:14])=[CH:15][CH:16]=1. (3) The product is: [CH2:19]([O:7][C:6]1[C@@H:8]([C@H:10]([CH2:12][OH:13])[OH:11])[O:9][C:3](=[O:2])[C:4]=1[OH:5])[CH:20]([CH2:22][OH:23])[OH:21]. Given the reactants O.[O:2]=[C:3]1[O:9][C@H:8]([C@H:10]([CH2:12][OH:13])[OH:11])[C:6]([OH:7])=[C:4]1[OH:5].C(=O)([O-])O.[Na+].[CH2:19]1[O:21][CH:20]1[CH2:22][OH:23], predict the reaction product. (4) Given the reactants OS(O)(=O)=O.[NH2:6][C:7]1[C:15]([Br:16])=[CH:14][C:10]([C:11]([OH:13])=[O:12])=[CH:9][C:8]=1[Br:17].[CH3:18]O, predict the reaction product. The product is: [NH2:6][C:7]1[C:8]([Br:17])=[CH:9][C:10]([C:11]([O:13][CH3:18])=[O:12])=[CH:14][C:15]=1[Br:16].